Dataset: Peptide-MHC class II binding affinity with 134,281 pairs from IEDB. Task: Regression. Given a peptide amino acid sequence and an MHC pseudo amino acid sequence, predict their binding affinity value. This is MHC class II binding data. The peptide sequence is EIKSTKPEASSGEPVVVHIT. The MHC is DRB1_1101 with pseudo-sequence DRB1_1101. The binding affinity (normalized) is 0.150.